From a dataset of Full USPTO retrosynthesis dataset with 1.9M reactions from patents (1976-2016). Predict the reactants needed to synthesize the given product. (1) Given the product [CH2:73]([O:80][P:81]([O:51][C:48]1[CH:49]=[C:50]2[C:45]([C@H:44]([CH2:56][Cl:57])[CH2:43][N:42]2[C:40](=[O:41])[CH2:39][CH2:38][CH2:37][C:36]([N:5]2[C:6]3[CH:7]=[C:8]([NH:16][C:17](=[O:35])[C@@H:18]([NH:20][C:21](=[O:34])[C@@H:22]([NH:26][C:27](=[O:33])[O:28][C:29]([CH3:31])([CH3:32])[CH3:30])[CH:23]([CH3:24])[CH3:25])[CH3:19])[C:9]4[CH:15]=[CH:14][CH:13]=[CH:12][C:10]=4[C:11]=3[C@H:3]([CH2:2][Cl:1])[CH2:4]2)=[O:58])=[C:46]2[C:54]([CH3:55])=[CH:53][S:52][C:47]=12)([O:82][CH2:83][C:84]1[CH:89]=[CH:88][CH:87]=[CH:86][CH:85]=1)=[O:90])[C:74]1[CH:75]=[CH:76][CH:77]=[CH:78][CH:79]=1, predict the reactants needed to synthesize it. The reactants are: [Cl:1][CH2:2][C@H:3]1[C:11]2[C:10]3[CH:12]=[CH:13][CH:14]=[CH:15][C:9]=3[C:8]([NH:16][C:17](=[O:35])[C@@H:18]([NH:20][C:21](=[O:34])[C@@H:22]([NH:26][C:27](=[O:33])[O:28][C:29]([CH3:32])([CH3:31])[CH3:30])[CH:23]([CH3:25])[CH3:24])[CH3:19])=[CH:7][C:6]=2[N:5]([C:36](=[O:58])[CH2:37][CH2:38][CH2:39][C:40]([N:42]2[C:50]3[C:45](=[C:46]4[C:54]([CH3:55])=[CH:53][S:52][C:47]4=[C:48]([OH:51])[CH:49]=3)[C@H:44]([CH2:56][Cl:57])[CH2:43]2)=[O:41])[CH2:4]1.C(Cl)(Cl)(Cl)Cl.CCN(C(C)C)C(C)C.[CH2:73]([O:80][P:81]([O-:90])[O:82][CH2:83][C:84]1[CH:89]=[CH:88][CH:87]=[CH:86][CH:85]=1)[C:74]1[CH:79]=[CH:78][CH:77]=[CH:76][CH:75]=1. (2) Given the product [I:1][C:2]1[CH:3]=[C:4]([CH:5]=[CH:6][CH:7]=1)[O:8][CH2:10][C:11]([O:13][CH3:14])=[O:12], predict the reactants needed to synthesize it. The reactants are: [I:1][C:2]1[CH:3]=[C:4]([OH:8])[CH:5]=[CH:6][CH:7]=1.Br[CH2:10][C:11]([O:13][CH2:14]C)=[O:12].C(=O)([O-])[O-].[K+].[K+].O.